From a dataset of Catalyst prediction with 721,799 reactions and 888 catalyst types from USPTO. Predict which catalyst facilitates the given reaction. (1) The catalyst class is: 14. Product: [CH3:17][N:18]([CH3:19])[C:2]1[C:3]([C:8]2[NH:12][C:11]3[CH:13]=[CH:14][CH:15]=[CH:16][C:10]=3[N:9]=2)=[N:4][CH:5]=[CH:6][N:7]=1. Reactant: Cl[C:2]1[C:3]([C:8]2[NH:12][C:11]3[CH:13]=[CH:14][CH:15]=[CH:16][C:10]=3[N:9]=2)=[N:4][CH:5]=[CH:6][N:7]=1.[CH3:17][NH:18][CH3:19]. (2) Reactant: [CH3:1][N:2]([CH3:11])[S:3]([N:6]1[CH:10]=[CH:9][N:8]=[CH:7]1)(=[O:5])=[O:4].C([Li])CCC.CCCCCC.[Si:23](Cl)([C:26]([CH3:29])([CH3:28])[CH3:27])([CH3:25])[CH3:24]. Product: [CH3:1][N:2]([CH3:11])[S:3]([N:6]1[CH:10]=[CH:9][N:8]=[C:7]1[Si:23]([C:26]([CH3:29])([CH3:28])[CH3:27])([CH3:25])[CH3:24])(=[O:4])=[O:5]. The catalyst class is: 30.